Predict the reactants needed to synthesize the given product. From a dataset of Full USPTO retrosynthesis dataset with 1.9M reactions from patents (1976-2016). Given the product [CH:1]1([CH:6]([N:10]2[CH:14]=[C:13]([C:25]3[C:26]4[CH:33]=[CH:32][N:31]([CH2:34][O:35][CH2:36][CH2:37][Si:38]([CH3:41])([CH3:40])[CH3:39])[C:27]=4[N:28]=[CH:29][N:30]=3)[CH:12]=[N:11]2)[CH2:7][C:8]#[N:9])[CH2:2][CH2:3][CH2:4][CH2:5]1, predict the reactants needed to synthesize it. The reactants are: [CH:1]1([CH:6]([N:10]2[CH:14]=[C:13](B3OC(C)(C)C(C)(C)O3)[CH:12]=[N:11]2)[CH2:7][C:8]#[N:9])[CH2:5][CH2:4][CH2:3][CH2:2]1.Cl[C:25]1[C:26]2[CH:33]=[CH:32][N:31]([CH2:34][O:35][CH2:36][CH2:37][Si:38]([CH3:41])([CH3:40])[CH3:39])[C:27]=2[N:28]=[CH:29][N:30]=1.O1CCOCC1.C(=O)(O)[O-].[Na+].